From a dataset of Full USPTO retrosynthesis dataset with 1.9M reactions from patents (1976-2016). Predict the reactants needed to synthesize the given product. (1) Given the product [F:1][C:2]1[CH:3]=[CH:4][C:5]([CH2:6][CH:7]2[CH2:18][C:17]3[C:13]4[N:14]=[N:15][NH:16][C:12]=4[CH:11]=[CH:10][C:9]=3[C:8]2=[O:19])=[CH:20][CH:21]=1, predict the reactants needed to synthesize it. The reactants are: [F:1][C:2]1[CH:21]=[CH:20][C:5]([CH:6]=[C:7]2[CH2:18][C:17]3[C:13]4[N:14]=[N:15][NH:16][C:12]=4[CH:11]=[CH:10][C:9]=3[C:8]2=[O:19])=[CH:4][CH:3]=1. (2) Given the product [CH3:35][O:34][C:32]([N:11]([CH2:12][CH3:13])[NH:10][C:8]([C:6]1[C:5]([NH:14][C:15]([C:17]2[N:18]([C:23]3[C:28]([Cl:29])=[CH:27][CH:26]=[CH:25][N:24]=3)[N:19]=[C:20]([Br:22])[CH:21]=2)=[O:16])=[C:4]([CH3:30])[CH:3]=[C:2]([Cl:1])[N:7]=1)=[O:9])=[O:33], predict the reactants needed to synthesize it. The reactants are: [Cl:1][C:2]1[N:7]=[C:6]([C:8]([NH:10][NH:11][CH2:12][CH3:13])=[O:9])[C:5]([NH:14][C:15]([C:17]2[N:18]([C:23]3[C:28]([Cl:29])=[CH:27][CH:26]=[CH:25][N:24]=3)[N:19]=[C:20]([Br:22])[CH:21]=2)=[O:16])=[C:4]([CH3:30])[CH:3]=1.Cl[C:32]([O:34][CH3:35])=[O:33]. (3) The reactants are: [CH3:1][O:2][C:3]1[CH:8]=[CH:7][C:6]([CH:9]2[CH2:14][CH2:13][O:12][CH2:11][CH2:10]2)=[CH:5][C:4]=1[NH:15][C:16]([NH2:18])=[S:17].BrBr. Given the product [CH3:1][O:2][C:3]1[C:4]2[N:15]=[C:16]([NH2:18])[S:17][C:5]=2[C:6]([CH:9]2[CH2:10][CH2:11][O:12][CH2:13][CH2:14]2)=[CH:7][CH:8]=1, predict the reactants needed to synthesize it. (4) Given the product [CH2:17]([O:19][C:20]([C:22]1[C:26]([CH2:27][CH2:28][CH2:29][N:30]2[CH2:35][CH2:34][N:33]([CH3:36])[CH2:32][CH2:31]2)=[C:25]([CH:37]=[C:9]2[C:8]3[C:12](=[CH:13][CH:14]=[CH:15][C:7]=3[C:3]3[CH:2]=[N:1][CH:6]=[CH:5][CH:4]=3)[NH:11][C:10]2=[O:16])[NH:24][C:23]=1[CH3:39])=[O:21])[CH3:18], predict the reactants needed to synthesize it. The reactants are: [N:1]1[CH:6]=[CH:5][CH:4]=[C:3]([C:7]2[CH:15]=[CH:14][CH:13]=[C:12]3[C:8]=2[CH2:9][C:10](=[O:16])[NH:11]3)[CH:2]=1.[CH2:17]([O:19][C:20]([C:22]1[C:26]([CH2:27][CH2:28][CH2:29][N:30]2[CH2:35][CH2:34][N:33]([CH3:36])[CH2:32][CH2:31]2)=[C:25]([CH:37]=O)[NH:24][C:23]=1[CH3:39])=[O:21])[CH3:18].N1CCCCC1. (5) Given the product [OH:1][C:2]1[CH:3]=[CH:4][C:5]([C:8]([N:13]([O:14][CH3:15])[CH3:12])=[O:10])=[N:6][CH:7]=1, predict the reactants needed to synthesize it. The reactants are: [OH:1][C:2]1[CH:3]=[CH:4][C:5]([C:8]([OH:10])=O)=[N:6][CH:7]=1.Cl.[CH3:12][NH:13][O:14][CH3:15]. (6) Given the product [CH3:44][C:45]1[S:49][CH:48]=[C:47]([C:50]([N:29]2[CH2:30][C:31]3([CH2:36][CH2:35][N:34]([C:37]([O:39][C:40]([CH3:43])([CH3:42])[CH3:41])=[O:38])[CH2:33][CH2:32]3)[O:26][CH2:27][CH2:28]2)=[O:51])[CH:46]=1, predict the reactants needed to synthesize it. The reactants are: F[P-](F)(F)(F)(F)F.N1(OC(N(C)C)=[N+](C)C)C2N=CC=CC=2N=N1.Cl.[O:26]1[C:31]2([CH2:36][CH2:35][N:34]([C:37]([O:39][C:40]([CH3:43])([CH3:42])[CH3:41])=[O:38])[CH2:33][CH2:32]2)[CH2:30][NH:29][CH2:28][CH2:27]1.[CH3:44][C:45]1[S:49][CH:48]=[C:47]([C:50](O)=[O:51])[CH:46]=1.C(N(CC)CC)C. (7) Given the product [C:1]([O:5][C:6]([C:8]1[C:9]([CH3:44])=[C:10]2[C:14](=[CH:15][CH:16]=1)[C@@H:13]([NH:17][C:18]([C:20]1[N:25]3[N:26]=[CH:27][C:28]([C:29](=[O:30])[NH:46][CH3:45])=[C:24]3[N:23]=[C:22]([C:32](=[O:43])[NH:33][CH2:34][C:35]3[CH:40]=[CH:39][C:38]([F:41])=[C:37]([F:42])[CH:36]=3)[CH:21]=1)=[O:19])[CH2:12][CH2:11]2)=[O:7])([CH3:2])([CH3:3])[CH3:4], predict the reactants needed to synthesize it. The reactants are: [C:1]([O:5][C:6]([C:8]1[C:9]([CH3:44])=[C:10]2[C:14](=[CH:15][CH:16]=1)[C@@H:13]([NH:17][C:18]([C:20]1[N:25]3[N:26]=[CH:27][C:28]([C:29](O)=[O:30])=[C:24]3[N:23]=[C:22]([C:32](=[O:43])[NH:33][CH2:34][C:35]3[CH:40]=[CH:39][C:38]([F:41])=[C:37]([F:42])[CH:36]=3)[CH:21]=1)=[O:19])[CH2:12][CH2:11]2)=[O:7])([CH3:4])([CH3:3])[CH3:2].[CH3:45][N:46](C=O)C.C(Cl)(=O)C(Cl)=O.